From a dataset of Experimentally validated miRNA-target interactions with 360,000+ pairs, plus equal number of negative samples. Binary Classification. Given a miRNA mature sequence and a target amino acid sequence, predict their likelihood of interaction. (1) The miRNA is hsa-miR-4507 with sequence CUGGGUUGGGCUGGGCUGGG. The protein sequence of the target gene is MGPQHLRLVQLFCLLGAISTLPRAGALLCYEATASRFRAVAFHNWKWLLMRNMVCKLQEGCEETLVFIETGTARGVVGFKGCSSSSSYPAQISYLVSPPGVSIASYSRVCRSYLCNNLTNLEPFVKLKASTPKSITSASCSCPTCVGEHMKDCLPNFVTTNSCPLAASTCYSSTLKFQAGFLNTTFLLMGCAREHNQLLADFHHIGSIKVTEVLNILEKSQIVGAASSRQDPAWGVVLGLLFAFRD. Result: 0 (no interaction). (2) The miRNA is mmu-miR-223-3p with sequence UGUCAGUUUGUCAAAUACCCCA. The protein sequence of the target gene is MARENGESSSSWKKQAEDIKKIFEFKETLGTGAFSEVVLAEEKATGKLFAVKCIPKKALKGKESSIENEIAVLRKIKHENIVALEDIYESPNHLYLVMQLVSGGELFDRIVEKGFYTEKDASTLIRQVLDAVYYLHRMGIVHRDLKPENLLYYSQDEESKIMISDFGLSKMEGKGDVMSTACGTPGYVAPEVLAQKPYSKAVDCWSIGVIAYILLCGYPPFYDENDSKLFEQILKAEYEFDSPYWDDISDSAKDFIRNLMEKDPNKRYTCEQAARHPWIAGDTALSKNIHESVSAQIRKN.... Result: 1 (interaction). (3) The miRNA is hsa-miR-3180-5p with sequence CUUCCAGACGCUCCGCCCCACGUCG. The protein sequence of the target gene is MAARPITLGIDLGTTSVKAALLRAAPDDPSGFAVLASCARAARAEAAVESAVAGPQGREQDVSRILQALHECLAALPRPQLRSVVGIGVSGQMHGVVFWKTGQGCEWTEGGITPVFEPRAVSHLVTWQDGRCSSEFLASLPQPKSHLSVATGFGCATIFWLLKYRPEFLKSYDAAGTIHDYVVAMLCGLPRPLMSDQNAASWGYFNTQSQSWNVETLRSSGFPVHLLPDIAEPGSVAGRTSHMWFEIPKGTQVGVALGDLQASVYSCMAQRTDAVLNISTSVQLAASMPSGFQPAQTPDP.... Result: 1 (interaction). (4) The miRNA is mmu-miR-145b with sequence GUCCAGUUUUCCCAGGAGACU. The protein sequence of the target gene is MGSRPRSPSAFPAPWWGQQPGGPGPAKRLRLEEPAGPEPRVAPSLEDPAGTPAVGALTSIVVLAAGCALRVPLDDVDLVLELPPTSILRVSLDGHTLILIPEVLLSSVDERSGAQDDSSAGLEVDVFLGALREDVVVEQEVFCASVPEIAAQEEAYEEDADPEFPELQMDSAAGSAAGLYSSARSMFSPYREGPIPEPCALAPNPSSEGHSPGPFFDPEFRLLEPVPSSPLQPLPPSPRVGSPGPHAHPPLPKRPPCKARRRLFQE. Result: 0 (no interaction). (5) The miRNA is cel-miR-247-3p with sequence UGACUAGAGCCUAUUCUCUUCU. Result: 0 (no interaction). The protein sequence of the target gene is MESFDADTNSTDLHSRPLFQPQDIASMVILGLTCLLGLLGNGLVLWVAGVKMKTTVNTVWFLHLTLADFLCCLSLPFSLAHLILQGHWPYGLFLCKLIPSIIILNMFASVFLLTAISLDRCLIVHKPIWCQNHRNVRTAFAICGCVWVVAFVMCVPVFVYRDLFIMDNRSICRYNFDSSRSYDYWDYVYKLSLPESNSTDNSTAQLTGHMNDRSAPSSVQARDYFWTVTTALQSQPFLTSPEDSFSLDSANQQPHYGGKPPNVLTAAVPSGFPVEDRKSNTLNADAFLSAHTELFPTASS....